Dataset: Peptide-MHC class I binding affinity with 185,985 pairs from IEDB/IMGT. Task: Regression. Given a peptide amino acid sequence and an MHC pseudo amino acid sequence, predict their binding affinity value. This is MHC class I binding data. (1) The peptide sequence is IYQSLDSWWTSL. The MHC is H-2-Ld with pseudo-sequence H-2-Ld. The binding affinity (normalized) is 0.0605. (2) The peptide sequence is SSRVDRYSK. The MHC is HLA-A31:01 with pseudo-sequence HLA-A31:01. The binding affinity (normalized) is 0.484. (3) The binding affinity (normalized) is 0.0735. The peptide sequence is KGIAPLQL. The MHC is H-2-Kb with pseudo-sequence H-2-Kb. (4) The peptide sequence is VTCAMFTCK. The MHC is HLA-A11:01 with pseudo-sequence HLA-A11:01. The binding affinity (normalized) is 0.368. (5) The peptide sequence is IAVASGLLWV. The MHC is HLA-A02:06 with pseudo-sequence HLA-A02:06. The binding affinity (normalized) is 0.781. (6) The peptide sequence is NLDLFMSHV. The MHC is HLA-A02:02 with pseudo-sequence HLA-A02:02. The binding affinity (normalized) is 0.564. (7) The peptide sequence is TMMRHRREL. The MHC is HLA-A31:01 with pseudo-sequence HLA-A31:01. The binding affinity (normalized) is 0.0847.